From a dataset of Forward reaction prediction with 1.9M reactions from USPTO patents (1976-2016). Predict the product of the given reaction. (1) Given the reactants [CH2:1]([O:3][C:4](=[O:11])[CH:5]=[C:6]([NH2:10])[CH:7]1[CH2:9][CH2:8]1)[CH3:2].[F:12][C:13]([F:31])([F:30])/[C:14](/O)=[CH:15]/[C:16]([C:18]1[CH:23]=[CH:22][C:21]([O:24][C:25]([F:28])([F:27])[F:26])=[CH:20][CH:19]=1)=O, predict the reaction product. The product is: [CH2:1]([O:3][C:4](=[O:11])[C:5]1[C:14]([C:13]([F:12])([F:31])[F:30])=[CH:15][C:16]([C:18]2[CH:23]=[CH:22][C:21]([O:24][C:25]([F:26])([F:27])[F:28])=[CH:20][CH:19]=2)=[N:10][C:6]=1[CH:7]1[CH2:8][CH2:9]1)[CH3:2]. (2) Given the reactants C(OC(=O)[NH:7][C:8]1[CH:13]=[CH:12][C:11]([O:14][C:15]([F:18])([F:17])[F:16])=[CH:10][C:9]=1[NH:19][C:20](=[O:38])[CH2:21][C:22]([C:24]1[CH:29]=[CH:28][CH:27]=[C:26]([C:30]2[CH:35]=[C:34]([CH3:36])[N:33]=[C:32]([CH3:37])[CH:31]=2)[CH:25]=1)=O)(C)(C)C.C(O)(C(F)(F)F)=O, predict the reaction product. The product is: [CH3:36][C:34]1[CH:35]=[C:30]([C:26]2[CH:25]=[C:24]([C:22]3[CH2:21][C:20](=[O:38])[NH:19][C:9]4[CH:10]=[C:11]([O:14][C:15]([F:18])([F:17])[F:16])[CH:12]=[CH:13][C:8]=4[N:7]=3)[CH:29]=[CH:28][CH:27]=2)[CH:31]=[C:32]([CH3:37])[N:33]=1. (3) Given the reactants [CH2:1]([O:8][CH2:9][CH2:10]O)[C:2]1[CH:7]=[CH:6][CH:5]=[CH:4][CH:3]=1.C1C=CC(P(C2C=CC=CC=2)C2C=CC=CC=2)=CC=1.C1C(=O)N([Br:38])C(=O)C1, predict the reaction product. The product is: [Br:38][CH2:10][CH2:9][O:8][CH2:1][C:2]1[CH:7]=[CH:6][CH:5]=[CH:4][CH:3]=1. (4) Given the reactants Cl[C:2]1[C:7](=[O:8])[N:6]([CH3:9])[CH:5]=[C:4]2[CH2:10][N:11]([CH2:14][CH2:15][C:16]3[CH:25]=[CH:24][C:23]4[C:18](=[CH:19][CH:20]=[CH:21][CH:22]=4)[N:17]=3)[C:12](=[O:13])[C:3]=12.[F:26][C:27]1[CH:32]=[CH:31][C:30](B(O)O)=[CH:29][CH:28]=1, predict the reaction product. The product is: [F:26][C:27]1[CH:32]=[CH:31][C:30]([C:2]2[C:7](=[O:8])[N:6]([CH3:9])[CH:5]=[C:4]3[CH2:10][N:11]([CH2:14][CH2:15][C:16]4[CH:25]=[CH:24][C:23]5[C:18](=[CH:19][CH:20]=[CH:21][CH:22]=5)[N:17]=4)[C:12](=[O:13])[C:3]=23)=[CH:29][CH:28]=1. (5) Given the reactants [F:1][C:2]1[CH:10]=[CH:9][CH:8]=[C:7]2[C:3]=1[C:4]([CH:11]1[CH2:16][CH2:15][C:14](=O)[CH2:13][CH2:12]1)=[CH:5][NH:6]2.[NH:18]1[C:26]2[C:21](=[C:22]([N:27]3[CH2:32][CH2:31][NH:30][CH2:29][CH2:28]3)[CH:23]=[CH:24][CH:25]=2)[CH:20]=[CH:19]1.C(O[BH-](OC(=O)C)OC(=O)C)(=O)C.[Na+].C(O)(=O)C, predict the reaction product. The product is: [F:1][C:2]1[CH:10]=[CH:9][CH:8]=[C:7]2[C:3]=1[C:4]([C@H:11]1[CH2:16][CH2:15][C@@H:14]([N:30]3[CH2:31][CH2:32][N:27]([C:22]4[CH:23]=[CH:24][CH:25]=[C:26]5[C:21]=4[CH:20]=[CH:19][NH:18]5)[CH2:28][CH2:29]3)[CH2:13][CH2:12]1)=[CH:5][NH:6]2. (6) The product is: [CH2:22]1[CH2:24][CH:23]1[CH2:25][O:26]/[CH:27]=[CH:1]/[C:2]1[N:3]=[C:4]2[S:21][CH:20]=[CH:19][N:5]2[C:6](=[O:18])[C:7]=1[C:8]1[CH:13]=[CH:12][C:11]([C:14]([F:17])([F:15])[F:16])=[CH:10][CH:9]=1. Given the reactants [CH3:1][C:2]1[N:3]=[C:4]2[S:21][CH:20]=[CH:19][N:5]2[C:6](=[O:18])[C:7]=1[C:8]1[CH:13]=[CH:12][C:11]([C:14]([F:17])([F:16])[F:15])=[CH:10][CH:9]=1.[CH2:22]1[CH2:24][CH:23]1[CH2:25][O:26][C:27]1C=CC=CC=1C=O.[O-]CC.[Na+], predict the reaction product. (7) Given the reactants [OH:1][C:2]1[CH:3]=[C:4]([CH:7]=[CH:8][CH:9]=1)[CH:5]=O.[CH3:10][C:11]1[CH:16]=[C:15]([CH3:17])[CH:14]=[C:13]([CH3:18])[C:12]=1[CH:19]1[O:24][C:23](=[O:25])[CH2:22][C:21](=O)[CH2:20]1.C([O-])(=O)C.[NH4+].[CH3:32][N:33]([CH3:40])[C:34](=[O:39])[CH2:35][C:36](=O)[CH3:37].F[B-](F)(F)F.C([N+:50]1C=CN(C)C=1)CCC, predict the reaction product. The product is: [CH3:32][N:33]([CH3:40])[C:34]([C:35]1[CH:5]([C:4]2[CH:7]=[CH:8][CH:9]=[C:2]([OH:1])[CH:3]=2)[C:22]2[C:23](=[O:25])[O:24][CH:19]([C:12]3[C:11]([CH3:10])=[CH:16][C:15]([CH3:17])=[CH:14][C:13]=3[CH3:18])[CH2:20][C:21]=2[NH:50][C:36]=1[CH3:37])=[O:39].